Dataset: NCI-60 drug combinations with 297,098 pairs across 59 cell lines. Task: Regression. Given two drug SMILES strings and cell line genomic features, predict the synergy score measuring deviation from expected non-interaction effect. (1) Drug 1: CC(C)NC(=O)C1=CC=C(C=C1)CNNC.Cl. Drug 2: C1CNP(=O)(OC1)N(CCCl)CCCl. Cell line: SNB-19. Synergy scores: CSS=-0.183, Synergy_ZIP=1.01, Synergy_Bliss=0.692, Synergy_Loewe=-2.09, Synergy_HSA=-2.76. (2) Drug 1: CCC1(CC2CC(C3=C(CCN(C2)C1)C4=CC=CC=C4N3)(C5=C(C=C6C(=C5)C78CCN9C7C(C=CC9)(C(C(C8N6C=O)(C(=O)OC)O)OC(=O)C)CC)OC)C(=O)OC)O.OS(=O)(=O)O. Drug 2: CC1=C2C(C(=O)C3(C(CC4C(C3C(C(C2(C)C)(CC1OC(=O)C(C(C5=CC=CC=C5)NC(=O)OC(C)(C)C)O)O)OC(=O)C6=CC=CC=C6)(CO4)OC(=O)C)O)C)O. Cell line: DU-145. Synergy scores: CSS=24.7, Synergy_ZIP=7.25, Synergy_Bliss=14.2, Synergy_Loewe=9.77, Synergy_HSA=10.3. (3) Drug 1: CC1OCC2C(O1)C(C(C(O2)OC3C4COC(=O)C4C(C5=CC6=C(C=C35)OCO6)C7=CC(=C(C(=C7)OC)O)OC)O)O. Drug 2: C1C(C(OC1N2C=NC(=NC2=O)N)CO)O. Cell line: IGROV1. Synergy scores: CSS=28.6, Synergy_ZIP=-0.932, Synergy_Bliss=5.88, Synergy_Loewe=1.95, Synergy_HSA=6.45.